Dataset: Peptide-MHC class II binding affinity with 134,281 pairs from IEDB. Task: Regression. Given a peptide amino acid sequence and an MHC pseudo amino acid sequence, predict their binding affinity value. This is MHC class II binding data. (1) The peptide sequence is ELFVAAYVPYVAWLV. The MHC is DRB1_1302 with pseudo-sequence DRB1_1302. The binding affinity (normalized) is 0.462. (2) The peptide sequence is YDKFLANVSTILTGK. The MHC is DRB1_0101 with pseudo-sequence DRB1_0101. The binding affinity (normalized) is 1.00. (3) The peptide sequence is SINYRTEIDKPSQHH. The MHC is HLA-DQA10102-DQB10602 with pseudo-sequence HLA-DQA10102-DQB10602. The binding affinity (normalized) is 0.292. (4) The peptide sequence is SKPKVYQWFDLRK. The MHC is DRB1_1501 with pseudo-sequence DRB1_1501. The binding affinity (normalized) is 0.574.